This data is from Peptide-MHC class II binding affinity with 134,281 pairs from IEDB. The task is: Regression. Given a peptide amino acid sequence and an MHC pseudo amino acid sequence, predict their binding affinity value. This is MHC class II binding data. (1) The peptide sequence is RGKMDVSGVQAPVGA. The MHC is DRB1_0701 with pseudo-sequence DRB1_0701. The binding affinity (normalized) is 0. (2) The MHC is HLA-DQA10301-DQB10302 with pseudo-sequence HLA-DQA10301-DQB10302. The binding affinity (normalized) is 0.398. The peptide sequence is YAIGGSSNPTILSEG. (3) The peptide sequence is NTSYRLISCNTSVI. The MHC is HLA-DPA10103-DPB10401 with pseudo-sequence HLA-DPA10103-DPB10401. The binding affinity (normalized) is 0.207. (4) The MHC is DRB1_0404 with pseudo-sequence DRB1_0404. The binding affinity (normalized) is 0.436. The peptide sequence is KKLIPSWASVKEDLV. (5) The peptide sequence is AMRVTKDTNDNNLYK. The MHC is DRB1_1501 with pseudo-sequence DRB1_1501. The binding affinity (normalized) is 0.121. (6) The peptide sequence is SDDLELSWNLNGLQAY. The MHC is HLA-DQA10301-DQB10302 with pseudo-sequence HLA-DQA10301-DQB10302. The binding affinity (normalized) is 0.284. (7) The peptide sequence is RWLLLNVTSEDLGKT. The MHC is HLA-DQA10201-DQB10301 with pseudo-sequence HLA-DQA10201-DQB10301. The binding affinity (normalized) is 0.340.